Predict the reactants needed to synthesize the given product. From a dataset of Full USPTO retrosynthesis dataset with 1.9M reactions from patents (1976-2016). (1) Given the product [CH3:18][O:17][C:10]1[CH:11]=[C:12]([O:15][CH3:16])[CH:13]=[CH:14][C:9]=1[C:5]1[C:4]([CH3:19])=[N:3][C:2]([C:23]2[CH:24]=[CH:25][C:26]([O:28][C:29]([F:32])([F:31])[F:30])=[CH:27][C:22]=2[O:21][CH3:20])=[C:7]([CH3:8])[N:6]=1, predict the reactants needed to synthesize it. The reactants are: Cl[C:2]1[C:7]([CH3:8])=[N:6][C:5]([C:9]2[CH:14]=[CH:13][C:12]([O:15][CH3:16])=[CH:11][C:10]=2[O:17][CH3:18])=[C:4]([CH3:19])[N:3]=1.[CH3:20][O:21][C:22]1[CH:27]=[C:26]([O:28][C:29]([F:32])([F:31])[F:30])[CH:25]=[CH:24][C:23]=1B(O)O.C(=O)([O-])[O-].[Na+].[Na+]. (2) Given the product [Cl:10][CH2:2]/[CH:3]=[CH:4]/[C:5]([N:32]1[CH2:31][CH2:30][C:29]2[C:22]3[C:21]([NH:20][C:15]4[CH:16]=[CH:17][C:18]([Cl:19])=[C:13]([Cl:12])[CH:14]=4)=[N:26][CH:25]=[N:24][C:23]=3[S:27][C:28]=2[CH2:33]1)=[O:7], predict the reactants needed to synthesize it. The reactants are: Br[CH2:2]/[CH:3]=[CH:4]/[C:5]([OH:7])=O.S(Cl)([Cl:10])=O.[Cl:12][C:13]1[CH:14]=[C:15]([NH:20][C:21]2[C:22]3[C:29]4[CH2:30][CH2:31][NH:32][CH2:33][C:28]=4[S:27][C:23]=3[N:24]=[CH:25][N:26]=2)[CH:16]=[CH:17][C:18]=1[Cl:19].CCN(C(C)C)C(C)C. (3) Given the product [C:20]([O:24][C:25]([NH:27][C@H:28]([C:32]1[CH:33]=[CH:34][C:35]([O:38][CH2:39][C:40]([N:51]2[CH2:56][CH2:55][O:54][CH2:53][CH2:52]2)=[O:41])=[CH:36][CH:37]=1)[C:29]([OH:31])=[O:30])=[O:26])([CH3:23])([CH3:21])[CH3:22], predict the reactants needed to synthesize it. The reactants are: C(OC(N[C@@H](CC1C=CC=CC=1)C(O)=O)=O)(C)(C)C.[C:20]([O:24][C:25]([NH:27][C@H:28]([C:32]1[CH:37]=[CH:36][C:35]([O:38][CH2:39][C@H:40]2COC(C)(C)[O:41]2)=[CH:34][CH:33]=1)[C:29]([OH:31])=[O:30])=[O:26])([CH3:23])([CH3:22])[CH3:21].ClCC([N:51]1[CH2:56][CH2:55][O:54][CH2:53][CH2:52]1)=O. (4) Given the product [CH:14]1([N:10]2[C:11]3[C:7](=[CH:6][C:5]([CH2:3][OH:4])=[CH:13][CH:12]=3)[CH:8]=[N:9]2)[CH2:18][CH2:17][CH2:16][CH2:15]1, predict the reactants needed to synthesize it. The reactants are: CO[C:3]([C:5]1[CH:6]=[C:7]2[C:11](=[CH:12][CH:13]=1)[NH:10][N:9]=[CH:8]2)=[O:4].[CH:14]1(Br)[CH2:18][CH2:17][CH2:16][CH2:15]1. (5) Given the product [Br:1][C:2]1[CH:3]=[C:4]([C:8](=[O:25])[C:9]([C:10]2[CH:14]=[CH:13][NH:12][CH:11]=2)=[O:42])[CH:5]=[CH:6][CH:7]=1, predict the reactants needed to synthesize it. The reactants are: [Br:1][C:2]1[CH:3]=[C:4]([C:8]#[C:9][C:10]2[CH:14]=[CH:13][N:12]([Si](C(C)C)(C(C)C)C(C)C)[CH:11]=2)[CH:5]=[CH:6][CH:7]=1.[O-:25]S([O-])(=O)=O.[Mg+2].C([O-])(O)=O.[Na+].[O-][Mn](=O)(=O)=O.[K+].[OH2:42]. (6) The reactants are: [C:9](O[C:9]([O:11][C:12]([CH3:15])([CH3:14])[CH3:13])=[O:10])([O:11][C:12]([CH3:15])([CH3:14])[CH3:13])=[O:10].[N:16]1([C:22]2[CH:27]=[CH:26][C:25]([OH:28])=[CH:24][CH:23]=2)[CH2:21][CH2:20][NH:19][CH2:18][CH2:17]1.C(N(CC)CC)C. Given the product [C:12]([O:11][C:9]([N:19]1[CH2:18][CH2:17][N:16]([C:22]2[CH:23]=[CH:24][C:25]([OH:28])=[CH:26][CH:27]=2)[CH2:21][CH2:20]1)=[O:10])([CH3:13])([CH3:14])[CH3:15], predict the reactants needed to synthesize it. (7) Given the product [Br:1][C:2]1[CH:3]=[C:4]2[C:9](=[CH:10][CH:11]=1)[O:8][C:7]([CH3:13])([CH3:12])[C:6]1([CH2:16][O:17][CH2:14]1)[C:5]2=[O:18], predict the reactants needed to synthesize it. The reactants are: [Br:1][C:2]1[CH:3]=[C:4]2[C:9](=[CH:10][CH:11]=1)[O:8][C:7]([CH3:13])([CH3:12])[C:6]([CH2:16][OH:17])([CH2:14]O)[C:5]2=[O:18].C1(P(C2C=CC=CC=2)C2C=CC=CC=2)C=CC=CC=1.N(C(OC(C)C)=O)=NC(OC(C)C)=O. (8) Given the product [Cl:1][C:2]1[CH:3]=[C:4]([C:12]2[O:14][N:47]=[C:46]([C:45]3[C:37]([F:36])=[CH:38][CH:39]=[C:40]4[C:44]=3[NH:43][CH:42]=[C:41]4[CH2:51][CH2:52][C:53]([O:55][CH2:56][CH3:57])=[O:54])[N:49]=2)[CH:5]=[N:6][C:7]=1[O:8][CH:9]([CH3:10])[CH3:11], predict the reactants needed to synthesize it. The reactants are: [Cl:1][C:2]1[CH:3]=[C:4]([C:12]([OH:14])=O)[CH:5]=[N:6][C:7]=1[O:8][CH:9]([CH3:11])[CH3:10].CCN=C=NCCCN(C)C.C1C=CC2N(O)N=NC=2C=1.[F:36][C:37]1[C:45](/[C:46](/[NH:49]O)=[N:47]/[H])=[C:44]2[C:40]([C:41]([CH2:51][CH2:52][C:53]([O:55][CH2:56][CH3:57])=[O:54])=[CH:42][NH:43]2)=[CH:39][CH:38]=1. (9) Given the product [O:71]=[C:68]1[CH:69]=[CH:70][C:66](=[O:65])[N:67]1[CH2:72][CH2:73][CH2:74][CH2:75][CH2:76][C:77]([NH:79][NH:80][C:1](=[O:2])[CH2:4][CH2:5][CH2:6][N:7]([CH3:63])[C@H:8]([C:12]([NH:14][C@H:15]([C:19]([N:21]([C@@H:23]([C@@H:59]([CH3:62])[CH2:60][CH3:61])[C@H:24]([O:57][CH3:58])[CH2:25][C:26]([N:28]1[CH2:32][CH2:31][CH2:30][C@H:29]1[C@H:33]([O:55][CH3:56])[C@@H:34]([CH3:54])[C:35]([NH:37][C@H:38](/[CH:46]=[CH:47]/[C:48]1[CH:49]=[CH:50][CH:51]=[CH:52][CH:53]=1)[CH2:39][C:40]1[CH:41]=[CH:42][CH:43]=[CH:44][CH:45]=1)=[O:36])=[O:27])[CH3:22])=[O:20])[CH:16]([CH3:17])[CH3:18])=[O:13])[CH:9]([CH3:11])[CH3:10])=[O:78], predict the reactants needed to synthesize it. The reactants are: [C:1]([CH2:4][CH2:5][CH2:6][N:7]([CH3:63])[C@H:8]([C:12]([NH:14][C@H:15]([C:19]([N:21]([C@@H:23]([C@@H:59]([CH3:62])[CH2:60][CH3:61])[C@H:24]([O:57][CH3:58])[CH2:25][C:26]([N:28]1[CH2:32][CH2:31][CH2:30][C@H:29]1[C@H:33]([O:55][CH3:56])[C@@H:34]([CH3:54])[C:35]([NH:37][C@H:38](/[CH:46]=[CH:47]/[C:48]1[CH:53]=[CH:52][CH:51]=[CH:50][CH:49]=1)[CH2:39][C:40]1[CH:45]=[CH:44][CH:43]=[CH:42][CH:41]=1)=[O:36])=[O:27])[CH3:22])=[O:20])[CH:16]([CH3:18])[CH3:17])=[O:13])[CH:9]([CH3:11])[CH3:10])(O)=[O:2].Cl.[O:65]=[C:66]1[CH:70]=[CH:69][C:68](=[O:71])[N:67]1[CH2:72][CH2:73][CH2:74][CH2:75][CH2:76][C:77]([NH:79][NH2:80])=[O:78].